Dataset: NCI-60 drug combinations with 297,098 pairs across 59 cell lines. Task: Regression. Given two drug SMILES strings and cell line genomic features, predict the synergy score measuring deviation from expected non-interaction effect. (1) Drug 1: CC(C1=C(C=CC(=C1Cl)F)Cl)OC2=C(N=CC(=C2)C3=CN(N=C3)C4CCNCC4)N. Drug 2: C1CNP(=O)(OC1)N(CCCl)CCCl. Cell line: A498. Synergy scores: CSS=4.80, Synergy_ZIP=-0.567, Synergy_Bliss=2.94, Synergy_Loewe=-8.66, Synergy_HSA=0.180. (2) Drug 1: C1CCC(C1)C(CC#N)N2C=C(C=N2)C3=C4C=CNC4=NC=N3. Drug 2: COC1=C(C=C2C(=C1)N=CN=C2NC3=CC(=C(C=C3)F)Cl)OCCCN4CCOCC4. Cell line: A498. Synergy scores: CSS=33.8, Synergy_ZIP=5.84, Synergy_Bliss=6.94, Synergy_Loewe=-0.208, Synergy_HSA=6.87.